This data is from Catalyst prediction with 721,799 reactions and 888 catalyst types from USPTO. The task is: Predict which catalyst facilitates the given reaction. (1) Reactant: Br[C:2]1[CH:3]=[C:4]([O:8][Si:9]([C:12]([CH3:15])([CH3:14])[CH3:13])([CH3:11])[CH3:10])[CH:5]=[CH:6][CH:7]=1.[Li]CCCC.[O:21]1[C:25](=[O:26])[CH2:24][CH2:23][C:22]1=[O:27]. Product: [CH3:13][C:12]([Si:9]([CH3:11])([CH3:10])[O:8][C:4]1[CH:3]=[C:2]([C:25](=[O:26])[CH2:24][CH2:23][C:22]([OH:27])=[O:21])[CH:7]=[CH:6][CH:5]=1)([CH3:15])[CH3:14]. The catalyst class is: 49. (2) Reactant: [N+:1]([C:4]1[CH:5]=[C:6]([C:10]2[CH:19]=[N:18][CH:17]=[CH:16][C:11]=2[C:12]([O:14][CH3:15])=[O:13])[CH:7]=[CH:8][CH:9]=1)([O-])=O.CO.C([O-])=O.[NH4+]. Product: [NH2:1][C:4]1[CH:5]=[C:6]([C:10]2[CH:19]=[N:18][CH:17]=[CH:16][C:11]=2[C:12]([O:14][CH3:15])=[O:13])[CH:7]=[CH:8][CH:9]=1. The catalyst class is: 354.